Dataset: Forward reaction prediction with 1.9M reactions from USPTO patents (1976-2016). Task: Predict the product of the given reaction. (1) Given the reactants [CH2:1]([O:5][C:6]1[CH:11]=[CH:10][C:9]([S:12]([NH:15][C@H:16]([C:21]2[CH:37]=[CH:36][C:24]([O:25][CH2:26][CH2:27][NH:28]C(=O)OC(C)(C)C)=[CH:23][CH:22]=2)[C:17]([NH:19][OH:20])=[O:18])(=[O:14])=[O:13])=[CH:8][CH:7]=1)[C:2]#[C:3][CH3:4].Cl, predict the reaction product. The product is: [NH2:28][CH2:27][CH2:26][O:25][C:24]1[CH:36]=[CH:37][C:21]([C@@H:16]([NH:15][S:12]([C:9]2[CH:8]=[CH:7][C:6]([O:5][CH2:1][C:2]#[C:3][CH3:4])=[CH:11][CH:10]=2)(=[O:14])=[O:13])[C:17]([NH:19][OH:20])=[O:18])=[CH:22][CH:23]=1. (2) The product is: [Br:10][C:19]1[CH:8]=[C:2]([Cl:1])[CH:3]=[C:5]([CH3:6])[C:18]=1[NH2:20]. Given the reactants [Cl:1][C:2]1[CH:8]=C(C)[CH:6]=[CH:5][C:3]=1N.[Br:10]N1C(=O)CCC1=O.[C:18](#[N:20])[CH3:19], predict the reaction product. (3) Given the reactants [C:1]([C:5]1[CH:10]=[CH:9][C:8]([N:11]2[C@@H:15]([C:16]3[C:17]([F:30])=[CH:18][C:19]4[N:23]=[C:22]([C@@H:24]5[CH2:28][CH2:27][CH2:26][NH:25]5)[NH:21][C:20]=4[CH:29]=3)[CH2:14][CH2:13][C@@H:12]2[C:31]2[C:32]([F:45])=[CH:33][C:34]3[N:38]=[C:37]([C@@H:39]4[CH2:43][CH2:42][CH2:41][NH:40]4)[NH:36][C:35]=3[CH:44]=2)=[CH:7][CH:6]=1)([CH3:4])([CH3:3])[CH3:2].C[N:47]1[CH2:52][CH2:51][O:50]CC1.[CH3:53][O:54][C:55]([NH:57][C@@H:58]([CH:62]([CH3:64])[CH3:63])[C:59](O)=[O:60])=[O:56].C(Cl)CCl.[CH:69]1[CH:70]=CC2N(O)N=NC=2[CH:74]=1.C[CH2:80][O:81][C:82](C)=[O:83], predict the reaction product. The product is: [CH3:80][O:81][C:82](=[O:83])[NH:47][C@@H:52]([CH:69]([CH3:70])[CH3:74])[C:51]([N:25]1[CH2:26][CH2:27][CH2:28][C@H:24]1[C:22]1[NH:23][C:19]2[CH:18]=[C:17]([F:30])[C:16]([C@H:15]3[CH2:14][CH2:13][C@H:12]([C:31]4[C:32]([F:45])=[CH:33][C:34]5[N:38]=[C:37]([C@@H:39]6[CH2:43][CH2:42][CH2:41][N:40]6[C:59](=[O:60])[C@@H:58]([NH:57][C:55]([O:54][CH3:53])=[O:56])[CH:62]([CH3:64])[CH3:63])[NH:36][C:35]=5[CH:44]=4)[N:11]3[C:8]3[CH:7]=[CH:6][C:5]([C:1]([CH3:4])([CH3:2])[CH3:3])=[CH:10][CH:9]=3)=[CH:29][C:20]=2[N:21]=1)=[O:50]. (4) Given the reactants [N:1]12[CH2:8][CH2:7][C:4]([C:9]([C:17]3[CH:22]=[CH:21][CH:20]=[CH:19][CH:18]=3)([C:11]3[CH:16]=[CH:15][CH:14]=[CH:13][CH:12]=3)[OH:10])([CH2:5][CH2:6]1)[CH2:3][CH2:2]2.[Br:23][CH2:24][CH2:25][CH2:26][O:27][C:28]1[CH:33]=[CH:32][C:31]([O:34][CH3:35])=[CH:30][CH:29]=1, predict the reaction product. The product is: [Br-:23].[OH:10][C:9]([C:17]1[CH:22]=[CH:21][CH:20]=[CH:19][CH:18]=1)([C:11]1[CH:12]=[CH:13][CH:14]=[CH:15][CH:16]=1)[C:4]12[CH2:5][CH2:6][N+:1]([CH2:24][CH2:25][CH2:26][O:27][C:28]3[CH:33]=[CH:32][C:31]([O:34][CH3:35])=[CH:30][CH:29]=3)([CH2:2][CH2:3]1)[CH2:8][CH2:7]2. (5) Given the reactants Cl.[F:2][C:3]1[CH:8]=[CH:7][C:6]([C:9](=[O:21])[CH2:10][C:11](SC2C=CC(Cl)=CC=2)=[NH:12])=[CH:5][CH:4]=1.[CH3:22][O:23][C:24]1[CH:30]=[C:29]([F:31])[C:27]([NH2:28])=[C:26]([F:32])[CH:25]=1, predict the reaction product. The product is: [F:31][C:29]1[CH:30]=[C:24]([O:23][CH3:22])[CH:25]=[C:26]([F:32])[C:27]=1[NH:28][C:11](=[NH:12])[CH2:10][C:9]([C:6]1[CH:5]=[CH:4][C:3]([F:2])=[CH:8][CH:7]=1)=[O:21]. (6) Given the reactants C1(C2C=CC=CC=2)C=CC=CC=1.OC[CH2:15][N:16]([CH2:52][CH2:53][OH:54])[C:17]([C:19]1[N:28]2[C:22]([CH2:23][N:24]([C:33]([C:35]3[CH:40]=[CH:39][C:38]([C:41]4[CH:46]=[CH:45][CH:44]=[CH:43][C:42]=4[C:47]([F:50])([F:49])[F:48])=[C:37]([CH3:51])[CH:36]=3)=[O:34])[C:25]3[CH:32]=[CH:31][CH:30]=[CH:29][C:26]=3[CH2:27]2)=[CH:21][CH:20]=1)=[O:18].CNC[C@@H:58]([C@H:60]([C@@H:62]([C@@H:64](CO)[OH:65])[OH:63])[OH:61])[OH:59].ON1C2C=CC=CC=2N=N1.Cl.CN(C)CCCN=C=NCC.C(N(CC)C(C)C)(C)C, predict the reaction product. The product is: [CH3:15][N:16]([CH2:52][C@H:53]([OH:54])[C@@H:64]([OH:65])[C@H:62]([OH:63])[C@H:60]([OH:61])[CH2:58][OH:59])[C:17]([C:19]1[N:28]2[C:22]([CH2:23][N:24]([C:33]([C:35]3[CH:40]=[CH:39][C:38]([C:41]4[CH:46]=[CH:45][CH:44]=[CH:43][C:42]=4[C:47]([F:48])([F:50])[F:49])=[C:37]([CH3:51])[CH:36]=3)=[O:34])[C:25]3[CH:32]=[CH:31][CH:30]=[CH:29][C:26]=3[CH2:27]2)=[CH:21][CH:20]=1)=[O:18]. (7) Given the reactants [OH:1][C:2]1[CH:7]=[CH:6][C:5]([C:8](=[O:24])[CH2:9][N:10]2[CH2:14][CH:13]3[CH2:15][CH:16]([C:18]4[CH:23]=[CH:22][CH:21]=[CH:20][CH:19]=4)[CH2:17][CH:12]3[CH2:11]2)=[CH:4][CH:3]=1.[BH4-].[Na+], predict the reaction product. The product is: [OH:24][CH:8]([C:5]1[CH:6]=[CH:7][C:2]([OH:1])=[CH:3][CH:4]=1)[CH2:9][N:10]1[CH2:14][CH:13]2[CH2:15][CH:16]([C:18]3[CH:23]=[CH:22][CH:21]=[CH:20][CH:19]=3)[CH2:17][CH:12]2[CH2:11]1. (8) Given the reactants [CH:1]1([C:4]2[C:5]([C@H:18]3[CH2:22][N:21](C(OC(C)(C)C)=O)[CH2:20][C@@H:19]3[C:30]([O:32]C(C)(C)C)=[O:31])=[N:6][O:7][C:8]=2[CH:9]2[CH2:12][CH:11]([CH2:13][C:14]([CH3:17])([CH3:16])[CH3:15])[CH2:10]2)[CH2:3][CH2:2]1.FC(F)(F)C(O)=O.C(Cl)(Cl)[Cl:45], predict the reaction product. The product is: [ClH:45].[CH:1]1([C:4]2[C:5]([C@H:18]3[CH2:22][NH:21][CH2:20][C@@H:19]3[C:30]([OH:32])=[O:31])=[N:6][O:7][C:8]=2[CH:9]2[CH2:10][CH:11]([CH2:13][C:14]([CH3:16])([CH3:17])[CH3:15])[CH2:12]2)[CH2:2][CH2:3]1. (9) Given the reactants Br[C:2]1[C:3]2[C:8]([C:9]([C:16]3[CH:25]=[CH:24][C:23]4[C:18](=[CH:19][CH:20]=[CH:21][CH:22]=4)[CH:17]=3)=[C:10]3[C:15]=1[CH:14]=[CH:13][CH:12]=[CH:11]3)=[CH:7][CH:6]=[CH:5][CH:4]=2.Br[C:27]1[C:32]2=[CH:33][CH:34]=[C:35]3[C:44](C=C4[C:37](C=CC=C4)=[CH:36]3)=[C:31]2[CH:30]=[CH:29][CH:28]=1, predict the reaction product. The product is: [CH:13]1[C:12]2=[C:25]3[C:16](=[CH:9][CH:10]=[C:11]2[C:2]([C:3]2[C:8]4=[CH:37][CH:36]=[C:35]5[C:34]([CH:33]=[C:32]6[C:31]([CH:30]=[CH:29][CH:28]=[CH:27]6)=[CH:44]5)=[C:7]4[CH:6]=[CH:5][CH:4]=2)=[CH:15][CH:14]=1)[CH:17]=[C:18]1[C:23]([CH:22]=[CH:21][CH:20]=[CH:19]1)=[CH:24]3. (10) Given the reactants [C:1]1(=[O:11])[NH:5][C:4](=[O:6])[C:3]2=[CH:7][CH:8]=[CH:9][CH:10]=[C:2]12.[K].Br[CH2:14][CH2:15][CH2:16][CH2:17][CH2:18][CH:19]=[CH2:20], predict the reaction product. The product is: [CH2:20]([N:5]1[C:1](=[O:11])[C:2]2=[CH:10][CH:9]=[CH:8][CH:7]=[C:3]2[C:4]1=[O:6])[CH2:19][CH2:18][CH2:17][CH2:16][CH:15]=[CH2:14].